This data is from Full USPTO retrosynthesis dataset with 1.9M reactions from patents (1976-2016). The task is: Predict the reactants needed to synthesize the given product. (1) Given the product [CH3:32][N:33]1[C:38](=[O:39])[CH:37]=[C:36]([N:40]2[CH2:45][CH2:44][O:43][CH2:42][CH2:41]2)[N:35]=[C:34]1[CH2:46][C:47](=[O:48])[N:13]1[C:14]2[C:10](=[C:9]([C:8]([F:7])([F:18])[F:19])[CH:17]=[CH:16][CH:15]=2)[CH2:11][CH2:12]1, predict the reactants needed to synthesize it. The reactants are: N1C=CC=CC=1.[F:7][C:8]([F:19])([F:18])[C:9]1[CH:17]=[CH:16][CH:15]=[C:14]2[C:10]=1[CH2:11][CH2:12][NH:13]2.Cl.CN(C)CCCN=C=NCC.[CH3:32][N:33]1[C:38](=[O:39])[CH:37]=[C:36]([N:40]2[CH2:45][CH2:44][O:43][CH2:42][CH2:41]2)[N:35]=[C:34]1[CH2:46][C:47]([O-])=[O:48].[Na+]. (2) Given the product [F:1][C:2]([F:11])([F:12])[C:3]1[CH:8]=[CH:7][C:6]2[NH:9][CH:16]=[N:10][C:5]=2[CH:4]=1, predict the reactants needed to synthesize it. The reactants are: [F:1][C:2]([F:12])([F:11])[C:3]1[CH:8]=[CH:7][C:6]([NH2:9])=[C:5]([NH2:10])[CH:4]=1.Cl.[OH-].[NH4+].[CH:16](O)=O. (3) Given the product [Cl:31][C:32]1[N:37]=[C:36]([N:12]2[CH2:13][CH:9]([C:3]3[CH:4]=[CH:5][C:6]([Cl:8])=[CH:7][C:2]=3[Cl:1])[CH:10]([NH:14][C:15](=[O:21])[O:16][C:17]([CH3:18])([CH3:20])[CH3:19])[CH2:11]2)[CH:35]=[CH:34][N:33]=1, predict the reactants needed to synthesize it. The reactants are: [Cl:1][C:2]1[CH:7]=[C:6]([Cl:8])[CH:5]=[CH:4][C:3]=1[CH:9]1[CH2:13][NH:12][CH2:11][CH:10]1[NH:14][C:15](=[O:21])[O:16][C:17]([CH3:20])([CH3:19])[CH3:18].C(N(C(C)C)C(C)C)C.[Cl:31][C:32]1[N:37]=[C:36](Cl)[CH:35]=[CH:34][N:33]=1. (4) Given the product [CH2:16]([NH:23][CH2:8][C:6]1[CH:5]=[C:4]([N:10]2[CH2:15][CH2:14][O:13][CH2:12][CH2:11]2)[N:3]=[C:2]([Cl:1])[N:7]=1)[C:17]1[CH:22]=[CH:21][CH:20]=[CH:19][CH:18]=1, predict the reactants needed to synthesize it. The reactants are: [Cl:1][C:2]1[N:7]=[C:6]([CH:8]=O)[CH:5]=[C:4]([N:10]2[CH2:15][CH2:14][O:13][CH2:12][CH2:11]2)[N:3]=1.[CH2:16]([NH2:23])[C:17]1[CH:22]=[CH:21][CH:20]=[CH:19][CH:18]=1. (5) Given the product [CH3:35][C:6]1[CH:7]=[CH:8][C:9]([C@H:11]2[CH2:16][CH2:15][CH2:14][N:13]([C:17]([C:19]3[S:23][C:22]([C:24]4[CH:25]=[CH:26][C:27]([C:30]([F:33])([F:31])[F:32])=[CH:28][CH:29]=4)=[N:21][C:20]=3[CH3:34])=[O:18])[CH2:12]2)=[CH:10][C:5]=1[C:4]([OH:36])=[O:3], predict the reactants needed to synthesize it. The reactants are: C([O:3][C:4](=[O:36])[C:5]1[CH:10]=[C:9]([C@H:11]2[CH2:16][CH2:15][CH2:14][N:13]([C:17]([C:19]3[S:23][C:22]([C:24]4[CH:29]=[CH:28][C:27]([C:30]([F:33])([F:32])[F:31])=[CH:26][CH:25]=4)=[N:21][C:20]=3[CH3:34])=[O:18])[CH2:12]2)[CH:8]=[CH:7][C:6]=1[CH3:35])C.C(=O)([O-])[O-].[K+].[K+].CO. (6) Given the product [OH:2][C:3]1[CH:4]=[CH:5][C:6]2[CH2:12][CH:11]([CH2:13][C:14]([O:16][CH2:17][CH3:18])=[O:15])[C:10]3[CH:19]=[CH:20][CH:21]=[CH:22][C:9]=3[O:8][C:7]=2[CH:23]=1, predict the reactants needed to synthesize it. The reactants are: C[O:2][C:3]1[CH:4]=[CH:5][C:6]2[CH2:12][CH:11]([CH2:13][C:14]([O:16][CH2:17][CH3:18])=[O:15])[C:10]3[CH:19]=[CH:20][CH:21]=[CH:22][C:9]=3[O:8][C:7]=2[CH:23]=1.B(Br)(Br)Br.CO. (7) Given the product [F:1][C:2]1[CH:3]=[C:4]([N:8]2[C:12](=[O:13])[C:11](=[CH:21][C:20]3[CH:23]=[CH:24][C:25]([OH:26])=[C:18]([O:17][CH2:15][CH3:16])[CH:19]=3)[S:10][C:9]2=[S:14])[CH:5]=[CH:6][CH:7]=1, predict the reactants needed to synthesize it. The reactants are: [F:1][C:2]1[CH:3]=[C:4]([N:8]2[C:12](=[O:13])[CH2:11][S:10][C:9]2=[S:14])[CH:5]=[CH:6][CH:7]=1.[CH2:15]([O:17][C:18]1[CH:19]=[C:20]([CH:23]=[CH:24][C:25]=1[OH:26])[CH:21]=O)[CH3:16].C([O-])(=O)C.[NH4+].O. (8) Given the product [CH3:1][C:2]1[CH:7]=[CH:6][C:5]([S:8]([O:11][C:12]2[CH:17]=[C:16]([CH3:18])[CH:15]=[CH:14][C:13]=2[N:19]2[C:17]([CH3:16])=[CH:12][C:13]([CH3:14])=[N:19]2)(=[O:10])=[O:9])=[CH:4][CH:3]=1, predict the reactants needed to synthesize it. The reactants are: [CH3:1][C:2]1[CH:7]=[CH:6][C:5]([S:8]([O:11][C:12]2[CH:17]=[C:16]([CH3:18])[CH:15]=[CH:14][C:13]=2[NH2:19])(=[O:10])=[O:9])=[CH:4][CH:3]=1.N([O-])=O.[Na+].